From a dataset of Forward reaction prediction with 1.9M reactions from USPTO patents (1976-2016). Predict the product of the given reaction. (1) The product is: [CH3:2][C:3]1[C:12]2[C:7](=[CH:8][CH:9]=[CH:10][CH:11]=2)[C:6]([C:13]([O:15][CH3:16])=[O:14])=[CH:5][CH:4]=1. Given the reactants Cl.[CH3:2][C:3]1[C:12]2[C:7](=[CH:8][CH:9]=[CH:10][CH:11]=2)[C:6]([C:13]([OH:15])=[O:14])=[CH:5][CH:4]=1.[CH3:16]O, predict the reaction product. (2) Given the reactants [CH3:1][O:2][C:3](=[O:16])[C:4]1[CH:9]=[C:8]([C:10]([F:13])([F:12])[F:11])[C:7]([OH:14])=[C:6]([NH2:15])[CH:5]=1.[Cl:17][C:18]1[CH:19]=[CH:20][C:21]([O:28][CH3:29])=[C:22]([S:24](Cl)(=[O:26])=[O:25])[CH:23]=1, predict the reaction product. The product is: [CH3:1][O:2][C:3](=[O:16])[C:4]1[CH:9]=[C:8]([C:10]([F:13])([F:12])[F:11])[C:7]([OH:14])=[C:6]([NH:15][S:24]([C:22]2[CH:23]=[C:18]([Cl:17])[CH:19]=[CH:20][C:21]=2[O:28][CH3:29])(=[O:25])=[O:26])[CH:5]=1. (3) Given the reactants C1N=CN(C(N2C=NC=C2)=O)C=1.[CH3:13][O:14][C:15]1[CH:16]=[C:17]([CH:21]=[CH:22][C:23]=1[N+:24]([O-:26])=[O:25])[C:18]([OH:20])=O.Cl.[NH:28]1[CH2:33][CH2:32][C:31](=[O:34])[CH2:30][CH2:29]1.C(N(CC)CC)C, predict the reaction product. The product is: [CH3:13][O:14][C:15]1[CH:16]=[C:17]([CH:21]=[CH:22][C:23]=1[N+:24]([O-:26])=[O:25])[C:18]([N:28]1[CH2:33][CH2:32][C:31](=[O:34])[CH2:30][CH2:29]1)=[O:20]. (4) Given the reactants Br[C:2]1[CH:3]=[C:4]([CH3:17])[C:5]([N:8]2[CH:12]=[C:11]([C:13]([F:16])([F:15])[F:14])[CH:10]=[N:9]2)=[N:6][CH:7]=1.C(P(C(C)(C)C)C1C=CC=CC=1C1C(C(C)C)=CC(C(C)C)=CC=1C(C)C)(C)(C)C.[OH-:48].[K+], predict the reaction product. The product is: [CH3:17][C:4]1[CH:3]=[C:2]([OH:48])[CH:7]=[N:6][C:5]=1[N:8]1[CH:12]=[C:11]([C:13]([F:16])([F:15])[F:14])[CH:10]=[N:9]1.